Predict the reaction yield, written as a fraction of the theoretical maximum amount of product (1.0 means a 100% yield; for example, 0.34 means a 34% yield). From a dataset of Reaction yield outcomes from USPTO patents with 853,638 reactions. (1) The catalyst is C(O)(=O)C.O. The yield is 0.940. The product is [CH3:5][O:6][C:7](=[O:29])[C@H:8]([NH:18][C:19]([O:21][CH2:22][C:23]1[CH:28]=[CH:27][CH:26]=[CH:25][CH:24]=1)=[O:20])[CH2:9][C:10]1[CH:15]=[CH:14][C:13]2[NH:16][N:30]=[N:17][C:12]=2[CH:11]=1. The reactants are C(O)(=O)C.[CH3:5][O:6][C:7](=[O:29])[C@H:8]([NH:18][C:19]([O:21][CH2:22][C:23]1[CH:28]=[CH:27][CH:26]=[CH:25][CH:24]=1)=[O:20])[CH2:9][C:10]1[CH:15]=[CH:14][C:13]([NH2:16])=[C:12]([NH2:17])[CH:11]=1.[N:30]([O-])=O.[Na+].[OH-].[NH4+]. (2) The reactants are C([O:3][C:4](=O)[C:5]1[CH:10]=[CH:9][C:8]([Cl:11])=[C:7]([O:12][CH2:13][CH3:14])[CH:6]=1)C.[H-].C([Al+]CC(C)C)C(C)C. The catalyst is C1COCC1. The product is [Cl:11][C:8]1[CH:9]=[CH:10][C:5]([CH2:4][OH:3])=[CH:6][C:7]=1[O:12][CH2:13][CH3:14]. The yield is 1.00. (3) The reactants are [C:1]1([CH:7]([N:9]2[CH2:13][CH2:12][CH:11]([CH2:14]O)[CH2:10]2)[CH3:8])[CH:6]=[CH:5][CH:4]=[CH:3][CH:2]=1.C1(P(C2C=CC=CC=2)C2C=CC=CC=2)C=CC=CC=1.[C:35]1(=[O:45])[NH:39][C:38](=[O:40])[C:37]2=[CH:41][CH:42]=[CH:43][CH:44]=[C:36]12.CC(OC(/N=N/C(OC(C)C)=O)=O)C. The catalyst is C1COCC1. The product is [C:1]1([CH:7]([N:9]2[CH2:13][CH2:12][CH:11]([CH2:14][N:39]3[C:35](=[O:45])[C:36]4[C:37](=[CH:41][CH:42]=[CH:43][CH:44]=4)[C:38]3=[O:40])[CH2:10]2)[CH3:8])[CH:2]=[CH:3][CH:4]=[CH:5][CH:6]=1. The yield is 0.770. (4) The reactants are [F:1][C:2]([F:16])([F:15])[C:3]1[CH:4]=[C:5]([C:9]2[CH:10]=[N:11][NH:12][C:13]=2[NH2:14])[CH:6]=[CH:7][CH:8]=1.CN1[CH:23]=[CH:22][C:21](=[O:24])N(C)C1=O.[O-]CC.[Na+]. The catalyst is C(O)C. The product is [F:16][C:2]([F:1])([F:15])[C:3]1[CH:4]=[C:5]([C:9]2[CH:10]=[N:11][N:12]3[CH:23]=[CH:22][C:21](=[O:24])[NH:14][C:13]=23)[CH:6]=[CH:7][CH:8]=1. The yield is 0.624. (5) The yield is 0.700. The catalyst is O1CCOCC1.C(OCC)(=O)C.C1C=CC(P(C2C=CC=CC=2)[C-]2C=CC=C2)=CC=1.C1C=CC(P(C2C=CC=CC=2)[C-]2C=CC=C2)=CC=1.Cl[Pd]Cl.[Fe+2]. The reactants are Br[C:2]1[C:7](=[O:8])[N:6]([CH2:9][C:10]2[CH:15]=[CH:14][C:13]([C:16]3[C:17]([C:22]#[N:23])=[CH:18][CH:19]=[CH:20][CH:21]=3)=[CH:12][CH:11]=2)[C:5]([CH2:24][CH2:25][CH2:26][CH3:27])=[N:4][C:3]=1[CH:28]1[CH2:30][CH2:29]1.[CH2:31]([O:33][C:34]1[CH:39]=[CH:38][C:37](B(O)O)=[CH:36][CH:35]=1)[CH3:32].C(=O)([O-])[O-].[Cs+].[Cs+]. The product is [CH2:24]([C:5]1[N:6]([CH2:9][C:10]2[CH:11]=[CH:12][C:13]([C:16]3[C:17]([C:22]#[N:23])=[CH:18][CH:19]=[CH:20][CH:21]=3)=[CH:14][CH:15]=2)[C:7](=[O:8])[C:2]([C:37]2[CH:38]=[CH:39][C:34]([O:33][CH2:31][CH3:32])=[CH:35][CH:36]=2)=[C:3]([CH:28]2[CH2:29][CH2:30]2)[N:4]=1)[CH2:25][CH2:26][CH3:27]. (6) The reactants are [CH2:1]([C:9]1[CH:16]=[CH:15][C:12]([CH2:13][NH2:14])=[CH:11][CH:10]=1)[CH2:2][CH2:3][CH2:4][CH2:5][CH2:6][CH2:7][CH3:8].C(C1C=CC(N)=CC=1)CCCCCCC.[N:32]([CH2:35][C:36]([O:38][CH2:39][CH3:40])=[O:37])=[C:33]=[O:34].N(CCC(OCC)=O)=C=O. No catalyst specified. The product is [CH2:1]([C:9]1[CH:10]=[CH:11][C:12]([CH2:13][NH:14][C:33](=[O:34])[NH:32][CH2:35][C:36]([O:38][CH2:39][CH3:40])=[O:37])=[CH:15][CH:16]=1)[CH2:2][CH2:3][CH2:4][CH2:5][CH2:6][CH2:7][CH3:8]. The yield is 0.750. (7) The reactants are [ClH:1].[C:2]([C:5]1[C:10]([F:11])=[CH:9][C:8]([N:12]2[C:20]3[CH2:19][C:18]([CH3:22])([CH3:21])[CH2:17][C:16](=[O:23])[C:15]=3[C:14]([C:24]([F:27])([F:26])[F:25])=[CH:13]2)=[CH:7][C:6]=1[NH:28][CH:29]1[CH2:34][CH2:33][CH:32]([O:35][C:36](=[O:46])[CH2:37][NH:38]C(OC(C)(C)C)=O)[CH2:31][CH2:30]1)(=[O:4])[NH2:3]. The catalyst is O1CCOCC1. The product is [ClH:1].[NH2:38][CH2:37][C:36]([O:35][C@H:32]1[CH2:31][CH2:30][C@H:29]([NH:28][C:6]2[CH:7]=[C:8]([N:12]3[C:20]4[CH2:19][C:18]([CH3:22])([CH3:21])[CH2:17][C:16](=[O:23])[C:15]=4[C:14]([C:24]([F:27])([F:25])[F:26])=[CH:13]3)[CH:9]=[C:10]([F:11])[C:5]=2[C:2](=[O:4])[NH2:3])[CH2:34][CH2:33]1)=[O:46]. The yield is 0.660. (8) The reactants are [C:1]([CH:4]1[CH2:9][CH2:8][N:7]([C:10]([O:12][C:13]([CH3:16])([CH3:15])[CH3:14])=[O:11])[CH2:6][CH2:5]1)(=O)[CH3:2].C([O-])(=O)C.[NH4+].C([BH3-])#[N:23].[Na+]. The catalyst is CO.[OH-].[Na+]. The product is [NH2:23][CH:1]([CH:4]1[CH2:9][CH2:8][N:7]([C:10]([O:12][C:13]([CH3:16])([CH3:15])[CH3:14])=[O:11])[CH2:6][CH2:5]1)[CH3:2]. The yield is 0.900. (9) The reactants are [C:1]1([CH:8]=[CH:7][CH:6]=[C:4]([OH:5])[CH:3]=1)[OH:2].[CH3:9][CH:10]1[CH2:15][CH2:14][CH:13](O)[CH2:12][CH2:11]1.C1(P(C2C=CC=CC=2)C2C=CC=CC=2)C=CC=CC=1.N(C(OC(C)C)=O)=NC(OC(C)C)=O. The product is [CH3:9][CH:10]1[CH2:15][CH2:14][CH:13]([O:2][C:1]2[CH:3]=[C:4]([OH:5])[CH:6]=[CH:7][CH:8]=2)[CH2:12][CH2:11]1. The yield is 0.220. The catalyst is O1CCCC1.